Regression. Given two drug SMILES strings and cell line genomic features, predict the synergy score measuring deviation from expected non-interaction effect. From a dataset of NCI-60 drug combinations with 297,098 pairs across 59 cell lines. Drug 1: C1=CC(=CC=C1C#N)C(C2=CC=C(C=C2)C#N)N3C=NC=N3. Drug 2: CC1C(C(CC(O1)OC2CC(CC3=C2C(=C4C(=C3O)C(=O)C5=CC=CC=C5C4=O)O)(C(=O)C)O)N)O. Cell line: HCT-15. Synergy scores: CSS=41.0, Synergy_ZIP=0.979, Synergy_Bliss=0.924, Synergy_Loewe=-6.31, Synergy_HSA=3.24.